Dataset: Full USPTO retrosynthesis dataset with 1.9M reactions from patents (1976-2016). Task: Predict the reactants needed to synthesize the given product. (1) Given the product [Br:1][C:2]1[CH:3]=[C:4]2[N:9]=[C:15]([C:11]3[NH:10][CH:14]=[CH:13][CH:12]=3)[NH:8][C:5]2=[N:6][CH:7]=1, predict the reactants needed to synthesize it. The reactants are: [Br:1][C:2]1[CH:3]=[C:4]([NH2:9])[C:5]([NH2:8])=[N:6][CH:7]=1.[NH:10]1[CH:14]=[CH:13][CH:12]=[C:11]1[CH:15]=O. (2) Given the product [Cl:3][C:4]1[CH:5]=[C:6]([CH:10]([CH3:13])[C:11]#[N:12])[CH:7]=[CH:8][CH:9]=1, predict the reactants needed to synthesize it. The reactants are: [NH2-].[Na+].[Cl:3][C:4]1[CH:5]=[C:6]([CH2:10][C:11]#[N:12])[CH:7]=[CH:8][CH:9]=1.[CH3:13]I. (3) Given the product [B-:2]([F:5])([F:4])([F:3])[F:1].[CH3:8][N:9]([C:36]1[CH:34]=[CH:32][N+:33]([C:18]#[N:17])=[CH:40][CH:38]=1)[CH3:10], predict the reactants needed to synthesize it. The reactants are: [F:1][B-:2]([F:5])([F:4])[F:3].C([C:8]1C=CC=[CH:10][N+:9]=1N(C)C)#N.[N:17]#[C:18]Br.[Na+].[Cl-].Cl.[OH-].[Na+].NCC(O)=O.OC1O[C@H:38]([CH2:40]O)[C@@H:36](O)[C@H:34](O)[C@@H:32]1[NH2:33].OC1O[C@H](CO)[C@@H](O)[C@H](O)[C@H]1N.O=C[C@@H]([C@H]([C@@H]([C@@H](CO)O)O)O)O.O=C[C@H]([C@H]([C@@H]([C@@H](CO)O)O)O)O. (4) Given the product [Cl:1][C:2]1[CH:3]=[C:4]([C:12]2[O:16][N:15]=[C:14]([C:17]3[C:25]4[O:24][CH:23]=[CH:22][C:21]=4[C:20]([O:26][CH2:27][C:28]([OH:30])=[O:29])=[CH:19][CH:18]=3)[N:13]=2)[CH:5]=[CH:6][C:7]=1[O:8][CH:9]([CH3:11])[CH3:10], predict the reactants needed to synthesize it. The reactants are: [Cl:1][C:2]1[CH:3]=[C:4]([C:12]2[O:16][N:15]=[C:14]([C:17]3[C:25]4[O:24][CH:23]=[CH:22][C:21]=4[C:20]([O:26][CH2:27][C:28]([O:30]CC)=[O:29])=[CH:19][CH:18]=3)[N:13]=2)[CH:5]=[CH:6][C:7]=1[O:8][CH:9]([CH3:11])[CH3:10].[OH-].[Na+].Cl.